This data is from Peptide-MHC class II binding affinity with 134,281 pairs from IEDB. The task is: Regression. Given a peptide amino acid sequence and an MHC pseudo amino acid sequence, predict their binding affinity value. This is MHC class II binding data. (1) The binding affinity (normalized) is 0.834. The MHC is DRB1_0701 with pseudo-sequence DRB1_0701. The peptide sequence is RPTAWFLPSIRAANV. (2) The peptide sequence is LEAKATFYGSNPRGA. The MHC is DRB5_0101 with pseudo-sequence DRB5_0101. The binding affinity (normalized) is 0.0623. (3) The binding affinity (normalized) is 0.422. The MHC is HLA-DQA10501-DQB10303 with pseudo-sequence HLA-DQA10501-DQB10303. The peptide sequence is IGLQYLGYVIRDLAA. (4) The peptide sequence is CNANPGLMKDVAKVF. The MHC is DRB3_0101 with pseudo-sequence DRB3_0101. The binding affinity (normalized) is 0.764. (5) The peptide sequence is RSVQRNTVFKAGDLG. The MHC is DRB1_0101 with pseudo-sequence DRB1_0101. The binding affinity (normalized) is 0.181. (6) The peptide sequence is LKLFTALVAFLRFLT. The MHC is DRB1_1501 with pseudo-sequence DRB1_1501. The binding affinity (normalized) is 0.359.